This data is from NCI-60 drug combinations with 297,098 pairs across 59 cell lines. The task is: Regression. Given two drug SMILES strings and cell line genomic features, predict the synergy score measuring deviation from expected non-interaction effect. (1) Drug 1: CC12CCC3C(C1CCC2O)C(CC4=C3C=CC(=C4)O)CCCCCCCCCS(=O)CCCC(C(F)(F)F)(F)F. Drug 2: CN(CCCl)CCCl.Cl. Cell line: MCF7. Synergy scores: CSS=29.7, Synergy_ZIP=-3.38, Synergy_Bliss=-0.0703, Synergy_Loewe=2.54, Synergy_HSA=4.70. (2) Drug 1: CC(CN1CC(=O)NC(=O)C1)N2CC(=O)NC(=O)C2. Drug 2: C1C(C(OC1N2C=NC(=NC2=O)N)CO)O. Cell line: SK-OV-3. Synergy scores: CSS=5.33, Synergy_ZIP=-2.11, Synergy_Bliss=2.17, Synergy_Loewe=1.52, Synergy_HSA=1.14. (3) Drug 1: CC1=C(C=C(C=C1)NC(=O)C2=CC=C(C=C2)CN3CCN(CC3)C)NC4=NC=CC(=N4)C5=CN=CC=C5. Drug 2: CC(C)NC(=O)C1=CC=C(C=C1)CNNC.Cl. Cell line: MOLT-4. Synergy scores: CSS=2.24, Synergy_ZIP=8.73, Synergy_Bliss=4.69, Synergy_Loewe=5.32, Synergy_HSA=1.93. (4) Drug 1: C1=NC2=C(N1)C(=S)N=C(N2)N. Drug 2: COCCOC1=C(C=C2C(=C1)C(=NC=N2)NC3=CC=CC(=C3)C#C)OCCOC.Cl. Cell line: CCRF-CEM. Synergy scores: CSS=35.8, Synergy_ZIP=1.52, Synergy_Bliss=-2.24, Synergy_Loewe=-15.2, Synergy_HSA=-1.66.